This data is from Forward reaction prediction with 1.9M reactions from USPTO patents (1976-2016). The task is: Predict the product of the given reaction. (1) Given the reactants [CH2:1]([C:7]1[N:8]=[C:9]([C:29]2[CH:34]=[CH:33][C:32]([CH3:35])=[CH:31][CH:30]=2)[S:10][C:11]=1[CH:12]=[CH:13][C:14]([C:16]1[CH:21]=[CH:20][C:19]([CH:22]=[CH:23][C:24]([O:26][CH3:27])=[O:25])=[C:18]([CH3:28])[CH:17]=1)=[O:15])[CH2:2][CH2:3][CH2:4][CH2:5][CH3:6].[H][H], predict the reaction product. The product is: [CH2:1]([C:7]1[N:8]=[C:9]([C:29]2[CH:30]=[CH:31][C:32]([CH3:35])=[CH:33][CH:34]=2)[S:10][C:11]=1[CH2:12][CH2:13][C:14]([C:16]1[CH:21]=[CH:20][C:19]([CH2:22][CH2:23][C:24]([O:26][CH3:27])=[O:25])=[C:18]([CH3:28])[CH:17]=1)=[O:15])[CH2:2][CH2:3][CH2:4][CH2:5][CH3:6]. (2) Given the reactants [I:1][C:2]1[NH:6][C:5]([C@@H:7]2[CH2:11][C@H:10]([CH3:12])[CH2:9][N:8]2C(OC(C)(C)C)=O)=[N:4][CH:3]=1.Cl, predict the reaction product. The product is: [I:1][C:2]1[NH:6][C:5]([C@@H:7]2[CH2:11][C@H:10]([CH3:12])[CH2:9][NH:8]2)=[N:4][CH:3]=1. (3) Given the reactants [NH2:1][C:2]1[CH:26]=[N:25][C:5]2[O:6][C@@H:7]([CH2:20][NH:21][C:22](=[O:24])[CH3:23])[CH2:8][N:9]([S:10]([C:13]3[CH:14]=[C:15]([CH3:19])[CH:16]=[CH:17][CH:18]=3)(=[O:12])=[O:11])[C:4]=2[CH:3]=1.C(N(CC)C(C)C)(C)C.[Cl:36][C:37]1[CH:45]=[CH:44][CH:43]=[C:42]([F:46])[C:38]=1[C:39](Cl)=[O:40], predict the reaction product. The product is: [C:22]([NH:21][CH2:20][C@@H:7]1[O:6][C:5]2[N:25]=[CH:26][C:2]([NH:1][C:39](=[O:40])[C:38]3[C:42]([F:46])=[CH:43][CH:44]=[CH:45][C:37]=3[Cl:36])=[CH:3][C:4]=2[N:9]([S:10]([C:13]2[CH:14]=[C:15]([CH3:19])[CH:16]=[CH:17][CH:18]=2)(=[O:12])=[O:11])[CH2:8]1)(=[O:24])[CH3:23]. (4) Given the reactants Cl.C[O:3][C:4]1[CH:5]=[C:6]2[C:11](=[CH:12][CH:13]=1)[CH2:10][CH:9]([CH2:14][CH2:15][N:16]1[CH2:21][CH2:20][CH2:19][CH2:18][CH2:17]1)[CH2:8][CH2:7]2, predict the reaction product. The product is: [OH:3][C:4]1[CH:5]=[C:6]2[C:11](=[CH:12][CH:13]=1)[CH2:10][CH:9]([CH2:14][CH2:15][N:16]1[CH2:21][CH2:20][CH2:19][CH2:18][CH2:17]1)[CH2:8][CH2:7]2. (5) Given the reactants CN.[NH2:3][C:4]1[C:9]([C:10]2[O:11][C:12]3[C:18]([C:19](O)=[O:20])=[CH:17][CH:16]=[CH:15][C:13]=3[N:14]=2)=[CH:8][C:7]([C:22]2[CH:23]=[N:24][N:25]([CH:27]3[CH2:32][CH2:31][N:30]([C:33]([O:35][C:36]([CH3:39])([CH3:38])[CH3:37])=[O:34])[CH2:29][CH2:28]3)[CH:26]=2)=[CH:6][N:5]=1.F[P-](F)(F)(F)(F)F.[CH3:47][N:48](C(=[O+]N1C2=NC=CC=C2N=N1)N(C)C)C, predict the reaction product. The product is: [NH2:3][C:4]1[N:5]=[CH:6][C:7]([C:22]2[CH:23]=[N:24][N:25]([CH:27]3[CH2:32][CH2:31][N:30]([C:33]([O:35][C:36]([CH3:39])([CH3:38])[CH3:37])=[O:34])[CH2:29][CH2:28]3)[CH:26]=2)=[CH:8][C:9]=1[C:10]1[O:11][C:12]2[C:18]([C:19](=[O:20])[NH:48][CH3:47])=[CH:17][CH:16]=[CH:15][C:13]=2[N:14]=1. (6) Given the reactants C([C:8]1[CH:16]=[C:15]([CH2:17][NH2:18])[CH:14]=[CH:13][C:9]=1[C:10]([OH:12])=O)(OC(C)(C)C)=O.[Cl:19][C:20]1[CH:26]=[CH:25][C:23]([NH2:24])=[CH:22][C:21]=1[C:27]1[CH:32]=[CH:31][CH:30]=[CH:29][N:28]=1.C(O)(C(F)(F)F)=O, predict the reaction product. The product is: [NH2:18][CH2:17][C:15]1[CH:16]=[CH:8][C:9]([C:10]([NH:24][C:23]2[CH:25]=[CH:26][C:20]([Cl:19])=[C:21]([C:27]3[CH:32]=[CH:31][CH:30]=[CH:29][N:28]=3)[CH:22]=2)=[O:12])=[CH:13][CH:14]=1. (7) Given the reactants [Cl:1][CH2:2][CH2:3][CH2:4][CH:5]([C:7]1[S:8][CH:9]=[CH:10][CH:11]=1)[OH:6].[Cl:12][C:13]1[CH:18]=[CH:17][C:16]([Cl:19])=[CH:15][C:14]=1O.C1(P(C2C=CC=CC=2)C2C=CC=CC=2)C=CC=CC=1.N(C(OCC)=O)=NC(OCC)=O, predict the reaction product. The product is: [Cl:1][CH2:2][CH2:3][CH2:4][CH:5]([C:7]1[S:8][CH:9]=[CH:10][CH:11]=1)[O:6][C:17]1[CH:18]=[C:13]([Cl:12])[CH:14]=[CH:15][C:16]=1[Cl:19]. (8) Given the reactants [Cl:1][C:2]1[CH:3]=[C:4]([NH:11][C:12]2[CH:17]=[CH:16][CH:15]=[C:14]([N:18]3[CH2:22][CH2:21][CH2:20][CH:19]3[CH3:23])[N:13]=2)[C:5]2[N:6]([CH:8]=[CH:9][N:10]=2)[N:7]=1.[F:24][C:25]([F:36])([F:35])[C:26]1[CH:31]=[CH:30][CH:29]=[CH:28][C:27]=1B(O)O.CC(C1C=C(C(C)C)C(C2C=CC=CC=2P(C2CCCCC2)C2CCCCC2)=C(C(C)C)C=1)C.C([O-])([O-])=O.[Na+].[Na+], predict the reaction product. The product is: [ClH:1].[CH3:23][CH:19]1[CH2:20][CH2:21][CH2:22][N:18]1[C:14]1[N:13]=[C:12]([NH:11][C:4]2[C:5]3[N:6]([CH:8]=[CH:9][N:10]=3)[N:7]=[C:2]([C:27]3[CH:28]=[CH:29][CH:30]=[CH:31][C:26]=3[C:25]([F:36])([F:35])[F:24])[CH:3]=2)[CH:17]=[CH:16][CH:15]=1. (9) Given the reactants [Cl:1][C:2]1[CH:3]=[C:4]([NH:15][C:16]2[C:25]3[C:20](=[CH:21][C:22](F)=[CH:23][CH:24]=3)[N:19]=[CH:18][C:17]=2[C:27]#[N:28])[CH:5]=[CH:6][C:7]=1[S:8][C:9]1[N:10]([CH3:14])[CH:11]=[CH:12][N:13]=1.[CH3:29][N:30]1[CH2:34][CH2:33][CH2:32][C:31]1=O, predict the reaction product. The product is: [Cl:1][C:2]1[CH:3]=[C:4]([NH:15][C:16]2[C:25]3[C:20](=[CH:21][C:22]([N:15]4[CH2:16][CH2:17][CH:29]([N:30]5[CH2:34][CH2:33][CH2:32][CH2:31]5)[CH2:3][CH2:4]4)=[CH:23][CH:24]=3)[N:19]=[CH:18][C:17]=2[C:27]#[N:28])[CH:5]=[CH:6][C:7]=1[S:8][C:9]1[N:10]([CH3:14])[CH:11]=[CH:12][N:13]=1. (10) Given the reactants [I:1]I.[NH2:3][CH2:4][CH2:5][C:6]1[CH:11]=[CH:10][C:9]([OH:12])=[CH:8][CH:7]=1, predict the reaction product. The product is: [I:1][C:8]1[CH:7]=[C:6]([CH:11]=[CH:10][C:9]=1[OH:12])[CH2:5][CH2:4][NH2:3].